This data is from Full USPTO retrosynthesis dataset with 1.9M reactions from patents (1976-2016). The task is: Predict the reactants needed to synthesize the given product. (1) Given the product [CH2:20]([O:19][C:2]1[CH:9]=[C:8]([C:10]([F:11])([F:12])[F:13])[CH:7]=[CH:6][C:3]=1[C:4]#[N:5])[CH3:21], predict the reactants needed to synthesize it. The reactants are: N[C:2]1[CH:9]=[C:8]([C:10]([F:13])([F:12])[F:11])[C:7](OCC)=[CH:6][C:3]=1[C:4]#[N:5].N([O:19][CH2:20][CH2:21]C(C)C)=O. (2) Given the product [N:1]1([C:5]2[N:14]=[C:13]3[C:8]([C:9](=[O:24])[C:10]([C:19]([O:21][CH2:22][CH3:23])=[O:20])=[CH:11][N:12]3[CH2:15][CH2:16][C:17]#[N:18])=[CH:7][C:6]=2[Cl:25])[CH2:2][CH2:3][CH2:4]1, predict the reactants needed to synthesize it. The reactants are: [N:1]1([C:5]2[N:14]=[C:13]3[C:8]([C:9](=[O:24])[C:10]([C:19]([O:21][CH2:22][CH3:23])=[O:20])=[CH:11][N:12]3[CH2:15][CH2:16][C:17]#[N:18])=[CH:7][CH:6]=2)[CH2:4][CH2:3][CH2:2]1.[Cl:25]N1C(C)(C)C(=O)N(Cl)C1=O. (3) Given the product [Cl:1][C:2]1[CH:35]=[CH:34][C:5]([C:6]([C@@:8]2([OH:33])[C@@H:12]([CH2:13][O:14][C:15](=[O:23])[C:16]3[CH:17]=[CH:18][C:19]([Cl:22])=[CH:20][CH:21]=3)[O:11][C@@H:10]([N:72]3[CH:65]=[C:60]([CH3:70])[C:61]([NH2:54])=[N:45][C:36]3=[O:44])[CH2:9]2)=[O:71])=[CH:4][CH:3]=1, predict the reactants needed to synthesize it. The reactants are: [Cl:1][C:2]1[CH:35]=[CH:34][C:5]([C:6]([C@@:8]2([OH:33])[C@@H:12]([CH2:13][O:14][C:15](=[O:23])[C:16]3[CH:21]=[CH:20][C:19]([Cl:22])=[CH:18][CH:17]=3)[O:11][C@@H:10](N3C=C(C)C(=O)NC3=O)[CH2:9]2)=O)=[CH:4][CH:3]=1.[C@@H:36]1([N:45]2C=CC(=O)NC2=O)[O:44][C@H](CO)[C@@H](O)[C@H]1O.C[N:54]1CCCCC1.[C:60]1([CH3:70])[CH:65]=CC(S(Cl)(=O)=O)=C[CH:61]=1.[OH2:71].[NH3:72]. (4) Given the product [CH2:23]([N:11]1[CH2:12][CH2:13][C:9]([C:4]2[CH:5]=[C:6]([F:8])[CH:7]=[C:2]([F:1])[CH:3]=2)([OH:14])[CH2:10]1)[CH:22]=[CH2:21], predict the reactants needed to synthesize it. The reactants are: [F:1][C:2]1[CH:3]=[C:4]([C:9]2([OH:14])[CH2:13][CH2:12][NH:11][CH2:10]2)[CH:5]=[C:6]([F:8])[CH:7]=1.C(=O)([O-])[O-].[K+].[K+].[CH2:21](Br)[CH:22]=[CH2:23].C(O)(=O)C(O)=O. (5) The reactants are: C(OC1C=CC(N2CCN(CCCC3CCCCC3)CC2)=CC=1[Cl:30])C1C=CC=CC=1.C([O:38][C:39]1[CH:44]=[CH:43][C:42]([N:45]2[CH2:50][CH2:49][N:48]([CH2:51][CH2:52][CH2:53][C:54]([C:56]3[CH:61]=[CH:60][C:59]([C:62]([CH3:65])([CH3:64])[CH3:63])=[CH:58][CH:57]=3)=[O:55])[CH2:47][CH2:46]2)=[CH:41][C:40]=1[F:66])C1C=CC=CC=1. Given the product [ClH:30].[C:62]([C:59]1[CH:58]=[CH:57][C:56]([C:54](=[O:55])[CH2:53][CH2:52][CH2:51][N:48]2[CH2:47][CH2:46][N:45]([C:42]3[CH:43]=[CH:44][C:39]([OH:38])=[C:40]([F:66])[CH:41]=3)[CH2:50][CH2:49]2)=[CH:61][CH:60]=1)([CH3:65])([CH3:63])[CH3:64], predict the reactants needed to synthesize it. (6) Given the product [Cl:40][C:39]1[CH:35]=[CH:33][C:12]([CH2:4][N:5]2[C:3](=[O:22])[CH:4]([C:12]3[CH:17]=[CH:16][C:15]([C:18]#[N:19])=[CH:14][C:13]=3[O:20][CH3:21])[N:5]3[CH:6]=[N:7][CH:8]=[C:9]3[CH2:10]2)=[CH:13][CH:38]=1, predict the reactants needed to synthesize it. The reactants are: CO[C:3](=[O:22])[CH:4]([C:12]1[CH:17]=[CH:16][C:15]([C:18]#[N:19])=[CH:14][C:13]=1[O:20][CH3:21])[N:5]1[C:9]([CH:10]=O)=[CH:8][N:7]=[CH:6]1.[BH-](O[C:33]([CH3:35])=O)(OC(C)=O)OC(C)=O.[Na+].Cl[CH2:38][CH2:39][Cl:40]. (7) Given the product [Br:3][C:4]1[N:5]=[C:6]([N:9]([CH:10]2[CH2:12][CH2:11]2)[C:13](=[O:15])[CH3:14])[S:7][CH:8]=1, predict the reactants needed to synthesize it. The reactants are: [H-].[Na+].[Br:3][C:4]1[N:5]=[C:6]([NH:9][CH:10]2[CH2:12][CH2:11]2)[S:7][CH:8]=1.[C:13](Cl)(=[O:15])[CH3:14].